From a dataset of Reaction yield outcomes from USPTO patents with 853,638 reactions. Predict the reaction yield, written as a fraction of the theoretical maximum amount of product (1.0 means a 100% yield; for example, 0.34 means a 34% yield). The reactants are C(NN[C:6]([C:8]1[CH:13]=[C:12]([NH:14][CH2:15][CH2:16][C:17]2[CH:22]=[CH:21][C:20]([O:23][CH3:24])=[CH:19][CH:18]=2)[N:11]=[C:10]([O:25][CH3:26])[N:9]=1)=[O:7])(=O)C.C1(C)C=CC(S(Cl)(=O)=[O:34])=CC=1.CCN(P1(N(C)CCCN1C)=NC(C)(C)C)CC. The catalyst is C1COCC1. The product is [CH3:26][O:25][C:10]1[N:9]=[C:8]([C:6]([OH:7])=[O:34])[CH:13]=[C:12]([NH:14][CH2:15][CH2:16][C:17]2[CH:22]=[CH:21][C:20]([O:23][CH3:24])=[CH:19][CH:18]=2)[N:11]=1. The yield is 0.630.